From a dataset of Catalyst prediction with 721,799 reactions and 888 catalyst types from USPTO. Predict which catalyst facilitates the given reaction. (1) Reactant: [F:1][C:2]1[CH:7]=[C:6]([CH3:8])[CH:5]=[C:4]([F:9])[CH:3]=1.[Li]CCCC.CN([CH:18]=[O:19])C.S(=O)(=O)(O)O. Product: [F:1][C:2]1[CH:7]=[C:6]([CH3:8])[CH:5]=[C:4]([F:9])[C:3]=1[CH:18]=[O:19]. The catalyst class is: 28. (2) Reactant: I[C:2]1[CH:7]=[CH:6][N:5]=[C:4]([C:8]2([NH:11][C:12]([C:14]3([NH:17][C:18]([C:20]4[N:24]5[C@@:25]([CH2:38][C:39]6[CH:44]=[CH:43][C:42]([C:45]#[N:46])=[CH:41][CH:40]=6)([CH3:37])[C:26](=[O:36])[N:27]([C:28]6[CH:33]=[C:32]([Cl:34])[CH:31]=[C:30]([Cl:35])[CH:29]=6)[C:23]5=[N:22][CH:21]=4)=[O:19])[CH2:16][CH2:15]3)=[O:13])[CH2:10][CH2:9]2)[CH:3]=1.[CH3:47][S:48]([NH2:51])(=[O:50])=[O:49].N(CC(O)=O)C.P([O-])([O-])([O-])=O.[K+].[K+].[K+]. Product: [CH3:47][S:48]([NH:51][C:2]1[CH:7]=[CH:6][N:5]=[C:4]([C:8]2([NH:11][C:12]([C:14]3([NH:17][C:18]([C:20]4[N:24]5[C@@:25]([CH2:38][C:39]6[CH:44]=[CH:43][C:42]([C:45]#[N:46])=[CH:41][CH:40]=6)([CH3:37])[C:26](=[O:36])[N:27]([C:28]6[CH:33]=[C:32]([Cl:34])[CH:31]=[C:30]([Cl:35])[CH:29]=6)[C:23]5=[N:22][CH:21]=4)=[O:19])[CH2:16][CH2:15]3)=[O:13])[CH2:10][CH2:9]2)[CH:3]=1)(=[O:50])=[O:49]. The catalyst class is: 205. (3) Reactant: [O:1]1[C:5]2[CH:6]=[CH:7][C:8]([C:10]3([C:13]([NH:15][C:16]4[CH:17]=[C:18]([C:23]5[CH:28]=[CH:27][C:26]([CH2:29]O)=[CH:25][CH:24]=5)[C:19]([CH3:22])=[CH:20][CH:21]=4)=[O:14])[CH2:12][CH2:11]3)=[CH:9][C:4]=2[O:3][CH2:2]1.CS(Cl)(=O)=O.[CH:36]([N:39](CC)C(C)C)(C)C.CN.C1COCC1. Product: [O:1]1[C:5]2[CH:6]=[CH:7][C:8]([C:10]3([C:13]([NH:15][C:16]4[CH:17]=[C:18]([C:23]5[CH:28]=[CH:27][C:26]([CH2:29][NH:39][CH3:36])=[CH:25][CH:24]=5)[C:19]([CH3:22])=[CH:20][CH:21]=4)=[O:14])[CH2:12][CH2:11]3)=[CH:9][C:4]=2[O:3][CH2:2]1. The catalyst class is: 4. (4) Reactant: [Br:1][C:2]1[CH:11]=[CH:10][C:5]([C:6](=O)[CH2:7]Br)=[CH:4][CH:3]=1.[NH2:12][C:13]([NH2:15])=[S:14]. Product: [BrH:1].[Br:1][C:2]1[CH:11]=[CH:10][C:5]([C:6]2[N:12]=[C:13]([NH2:15])[S:14][CH:7]=2)=[CH:4][CH:3]=1. The catalyst class is: 8.